From a dataset of Forward reaction prediction with 1.9M reactions from USPTO patents (1976-2016). Predict the product of the given reaction. (1) Given the reactants [Cl:1][C:2]1[CH:3]=[CH:4][C:5]([OH:19])=[C:6]([NH:8][C:9]2[S:10][CH:11]=[C:12]([C:14]([O:16][CH2:17][CH3:18])=[O:15])[N:13]=2)[CH:7]=1.Br[CH2:21][CH:22]([CH3:25])[CH2:23]C.C(=O)([O-])[O-].[K+].[K+].C(OCC)C, predict the reaction product. The product is: [Cl:1][C:2]1[CH:3]=[CH:4][C:5]([O:19][CH2:21][CH:22]([CH3:25])[CH3:23])=[C:6]([NH:8][C:9]2[S:10][CH:11]=[C:12]([C:14]([O:16][CH2:17][CH3:18])=[O:15])[N:13]=2)[CH:7]=1. (2) The product is: [Cl:1][C:2]1[CH:3]=[CH:4][C:5]([CH:8]2[CH2:14][CH2:13][N:12]([CH3:21])[C:11](=[O:15])[C:10]3[S:16][C:17]([I:19])=[CH:18][C:9]2=3)=[CH:6][CH:7]=1. Given the reactants [Cl:1][C:2]1[CH:7]=[CH:6][C:5]([CH:8]2[CH2:14][CH2:13][NH:12][C:11](=[O:15])[C:10]3[S:16][C:17]([I:19])=[CH:18][C:9]2=3)=[CH:4][CH:3]=1.[Li+].[CH3:21][Si]([N-][Si](C)(C)C)(C)C.CCCCCC.CI, predict the reaction product.